This data is from Reaction yield outcomes from USPTO patents with 853,638 reactions. The task is: Predict the reaction yield, written as a fraction of the theoretical maximum amount of product (1.0 means a 100% yield; for example, 0.34 means a 34% yield). (1) The reactants are [CH3:1][C:2]1[C:16](=[O:17])[N:15]=[C:14]2[N:4]([C@@H:5]3[O:9][C@H:8]([CH2:10][OH:11])[C@@H:7]([OH:12])[C@@H:6]3[O:13]2)[CH:3]=1.[CH3:18][O:19][CH2:20][CH2:21][O:22]B([O:22][CH2:21][CH2:20][O:19][CH3:18])[O:22][CH2:21][CH2:20][O:19][CH3:18]. The catalyst is COCCO. The product is [CH3:18][O:19][CH2:20][CH2:21][O:22][C@@H:6]1[C@H:7]([OH:12])[C@@H:8]([CH2:10][OH:11])[O:9][C@H:5]1[N:4]1[CH:3]=[C:2]([CH3:1])[C:16](=[O:17])[NH:15][C:14]1=[O:13]. The yield is 0.630. (2) The product is [CH3:1][O:2][C:3](=[O:23])[C@H:4]([CH2:13][NH:14][C:15](=[O:22])[C:16]1[CH:21]=[CH:20][CH:19]=[CH:18][CH:17]=1)[NH2:5]. The reactants are [CH3:1][O:2][C:3](=[O:23])[C@H:4]([CH2:13][NH:14][C:15](=[O:22])[C:16]1[CH:21]=[CH:20][CH:19]=[CH:18][CH:17]=1)[NH:5]C(OC(C)(C)C)=O. The catalyst is ClCCl.FC(F)(F)C(O)=O. The yield is 0.560.